Dataset: Reaction yield outcomes from USPTO patents with 853,638 reactions. Task: Predict the reaction yield, written as a fraction of the theoretical maximum amount of product (1.0 means a 100% yield; for example, 0.34 means a 34% yield). (1) The reactants are Cl[C:2]1[CH:3]=[C:4]([CH3:17])[C:5]2[N:6]([C:8]([C:11]3[CH:16]=[CH:15][CH:14]=[CH:13][CH:12]=3)=[N:9][N:10]=2)[N:7]=1.N. The catalyst is C(O)C.[Pd]. The product is [CH3:17][C:4]1[C:5]2[N:6]([C:8]([C:11]3[CH:12]=[CH:13][CH:14]=[CH:15][CH:16]=3)=[N:9][N:10]=2)[N:7]=[CH:2][CH:3]=1. The yield is 0.850. (2) The reactants are [NH2:1][CH2:2][CH:3]([OH:6])[CH2:4][OH:5].[C:7]1(C)[CH:12]=CC(S(O)(=O)=O)=C[CH:8]=1. The catalyst is C(OC(C)=O)C.Cl.COC(OC)(C)C. The product is [CH3:8][C:7]1([CH3:12])[O:6][CH:3]([CH2:2][NH2:1])[CH2:4][O:5]1. The yield is 0.460. (3) The product is [C:17]1([CH2:16][N:13]2[CH2:14][CH2:15][C:10](=[O:25])[CH2:11][CH2:12]2)[CH:22]=[CH:21][CH:20]=[CH:19][CH:18]=1. The yield is 0.242. The reactants are C(N1CCN([CH:10]2[CH2:15][CH2:14][N:13]([CH2:16][C:17]3[CH:22]=[CH:21][CH:20]=[CH:19][CH:18]=3)[CH2:12][CH2:11]2)CC1)(=O)C.C(N1CCNCC1)(=[O:25])C. No catalyst specified. (4) The reactants are [CH3:1][O:2][C:3]1[CH:4]=[C:5]([CH:15]=[CH:16][C:17]=1[N+:18]([O-])=O)[O:6][CH2:7][CH2:8][N:9]1[CH2:14][CH2:13][O:12][CH2:11][CH2:10]1.[H][H]. The catalyst is C(OCC)(=O)C.[Pd]. The product is [CH3:1][O:2][C:3]1[CH:4]=[C:5]([O:6][CH2:7][CH2:8][N:9]2[CH2:14][CH2:13][O:12][CH2:11][CH2:10]2)[CH:15]=[CH:16][C:17]=1[NH2:18]. The yield is 0.870. (5) The reactants are [Cl:1][C:2]1[CH:3]=[CH:4][N:5]2[C:10]=1[C:9](=[O:11])[N:8]([C:12]1[CH:17]=[CH:16][CH:15]=[C:14]([F:18])[CH:13]=1)[C:7]([C@@H:19]1[CH2:23][C@@H:22]([OH:24])[CH2:21][N:20]1[C:25]([O:27][C:28]([CH3:31])([CH3:30])[CH3:29])=[O:26])=[N:6]2.[S:32](Cl)([C:35]1[CH:41]=[CH:40][C:38]([CH3:39])=[CH:37][CH:36]=1)(=[O:34])=[O:33]. The catalyst is N1C=CC=CC=1. The product is [Cl:1][C:2]1[CH:3]=[CH:4][N:5]2[C:10]=1[C:9](=[O:11])[N:8]([C:12]1[CH:17]=[CH:16][CH:15]=[C:14]([F:18])[CH:13]=1)[C:7]([C@@H:19]1[CH2:23][C@@H:22]([O:24][S:32]([C:35]3[CH:41]=[CH:40][C:38]([CH3:39])=[CH:37][CH:36]=3)(=[O:34])=[O:33])[CH2:21][N:20]1[C:25]([O:27][C:28]([CH3:31])([CH3:30])[CH3:29])=[O:26])=[N:6]2. The yield is 0.720. (6) The reactants are [CH:1]1([CH2:5][NH:6][C:7]([C:9]2[N:14]=[C:13]([O:15][CH2:16][C:17](O)=[O:18])[CH:12]=[CH:11][C:10]=2[NH:20][C:21]([C:23]2[C:32]3[C:27](=[CH:28][CH:29]=[CH:30][CH:31]=3)[C:26]([CH2:33][N:34]3[CH:38]=[CH:37][N:36]=[N:35]3)=[CH:25][CH:24]=2)=[O:22])=[O:8])[CH2:4][CH2:3][CH2:2]1.C[N:40](C(ON1N=NC2C=CC=CC1=2)=[N+](C)C)C.[B-](F)(F)(F)F.CCN(C(C)C)C(C)C.[Cl-].[NH4+]. The catalyst is CN(C=O)C.O. The product is [NH2:40][C:17](=[O:18])[CH2:16][O:15][C:13]1[N:14]=[C:9]([C:7]([NH:6][CH2:5][CH:1]2[CH2:4][CH2:3][CH2:2]2)=[O:8])[C:10]([NH:20][C:21]([C:23]2[C:32]3[C:27](=[CH:28][CH:29]=[CH:30][CH:31]=3)[C:26]([CH2:33][N:34]3[CH:38]=[CH:37][N:36]=[N:35]3)=[CH:25][CH:24]=2)=[O:22])=[CH:11][CH:12]=1. The yield is 0.980. (7) The reactants are [CH3:1][C:2]1[N:3]=[C:4]([NH2:7])[S:5][CH:6]=1.Cl[C:9]1[CH:19]=[C:18]([O:20][C:21]2[C:30]3[C:25](=[CH:26][CH:27]=[CH:28][CH:29]=3)[CH:24]=[CH:23][CH:22]=2)[C:12]([C:13]([O:15][CH2:16][CH3:17])=[O:14])=[CH:11][N:10]=1.P([O-])([O-])([O-])=O.[K+].[K+].[K+].O. The catalyst is C1(C)C=CC=CC=1.C1C=CC(/C=C/C(/C=C/C2C=CC=CC=2)=O)=CC=1.C1C=CC(/C=C/C(/C=C/C2C=CC=CC=2)=O)=CC=1.C1C=CC(/C=C/C(/C=C/C2C=CC=CC=2)=O)=CC=1.[Pd].[Pd].C1(P(C2C=CC=CC=2)C2C3OC4C(=CC=CC=4P(C4C=CC=CC=4)C4C=CC=CC=4)C(C)(C)C=3C=CC=2)C=CC=CC=1. The product is [CH3:1][C:2]1[N:3]=[C:4]([NH:7][C:9]2[CH:19]=[C:18]([O:20][C:21]3[C:30]4[C:25](=[CH:26][CH:27]=[CH:28][CH:29]=4)[CH:24]=[CH:23][CH:22]=3)[C:12]([C:13]([O:15][CH2:16][CH3:17])=[O:14])=[CH:11][N:10]=2)[S:5][CH:6]=1. The yield is 0.800. (8) The reactants are [CH3:1][C:2]([C:17]1[CH:22]=[CH:21][CH:20]=[CH:19][CH:18]=1)([CH3:16])[CH2:3][CH2:4]/[CH:5]=[N:6]/[S@:7]([C:9]1[CH:14]=[CH:13][C:12]([CH3:15])=[CH:11][CH:10]=1)=[O:8].[C-:23]#[N:24].C([Al+]CC)C.C(O)(C)C.[Cl-].[NH4+]. The catalyst is O1CCCC1. The product is [C:23]([C@@H:5]([NH:6][S@:7]([C:9]1[CH:10]=[CH:11][C:12]([CH3:15])=[CH:13][CH:14]=1)=[O:8])[CH2:4][CH2:3][C:2]([CH3:1])([C:17]1[CH:22]=[CH:21][CH:20]=[CH:19][CH:18]=1)[CH3:16])#[N:24]. The yield is 0.430.